This data is from Peptide-MHC class II binding affinity with 134,281 pairs from IEDB. The task is: Regression. Given a peptide amino acid sequence and an MHC pseudo amino acid sequence, predict their binding affinity value. This is MHC class II binding data. (1) The peptide sequence is LNAGNIDIINTPINISSE. The MHC is DRB1_0101 with pseudo-sequence DRB1_0101. The binding affinity (normalized) is 0. (2) The peptide sequence is TYRENLRTALRYYNQSE. The MHC is HLA-DQA10501-DQB10301 with pseudo-sequence HLA-DQA10501-DQB10301. The binding affinity (normalized) is 0.689. (3) The peptide sequence is EHAFYLDWAVHSFRI. The MHC is HLA-DQA10501-DQB10301 with pseudo-sequence HLA-DQA10501-DQB10301. The binding affinity (normalized) is 0.169.